From a dataset of Full USPTO retrosynthesis dataset with 1.9M reactions from patents (1976-2016). Predict the reactants needed to synthesize the given product. (1) The reactants are: [C:1]1([CH2:7][N:8]([CH2:22][C:23]2[CH:28]=[CH:27][CH:26]=[CH:25][CH:24]=2)[CH:9]2[CH:14]3[CH:10]2[CH2:11][N:12](C(OC(C)(C)C)=O)[CH2:13]3)[CH:6]=[CH:5][CH:4]=[CH:3][CH:2]=1.FC(F)(F)C(O)=O. Given the product [C:23]1([CH2:22][N:8]([CH2:7][C:1]2[CH:6]=[CH:5][CH:4]=[CH:3][CH:2]=2)[CH:9]2[CH:14]3[CH:10]2[CH2:11][NH:12][CH2:13]3)[CH:24]=[CH:25][CH:26]=[CH:27][CH:28]=1, predict the reactants needed to synthesize it. (2) Given the product [NH2:23][C:20]1[CH:19]=[CH:18][C:17]([C:16]([NH:15][CH:13]2[CH2:14][C:11]3([CH2:10][CH:9]([NH:8][C:5]4[N:4]=[C:3]([C:28]5[C:36]6[C:31](=[CH:32][CH:33]=[CH:34][CH:35]=6)[N:30]([S:37]([C:40]6[CH:45]=[CH:44][CH:43]=[CH:42][CH:41]=6)(=[O:38])=[O:39])[CH:29]=5)[C:2]([Cl:1])=[CH:7][N:6]=4)[CH2:27]3)[CH2:12]2)=[O:26])=[CH:22][CH:21]=1, predict the reactants needed to synthesize it. The reactants are: [Cl:1][C:2]1[C:3]([C:28]2[C:36]3[C:31](=[CH:32][CH:33]=[CH:34][CH:35]=3)[N:30]([S:37]([C:40]3[CH:45]=[CH:44][CH:43]=[CH:42][CH:41]=3)(=[O:39])=[O:38])[CH:29]=2)=[N:4][C:5]([NH:8][CH:9]2[CH2:27][C:11]3([CH2:14][CH:13]([NH:15][C:16](=[O:26])[C:17]4[CH:22]=[CH:21][C:20]([N+:23]([O-])=O)=[CH:19][CH:18]=4)[CH2:12]3)[CH2:10]2)=[N:6][CH:7]=1.CO.[Sn](Cl)Cl.C([O-])(O)=O.[Na+].